The task is: Predict the product of the given reaction.. This data is from Forward reaction prediction with 1.9M reactions from USPTO patents (1976-2016). (1) Given the reactants [CH3:1][C:2]1[CH:7]=[CH:6][C:5]([NH:8][C:9]2[S:10][CH:11]=[CH:12][N:13]=2)=[CH:4][C:3]=1[OH:14].C([O-])([O-])=O.[Cs+].[Cs+].Br[CH2:22][C:23]1[S:24][CH:25]=[CH:26][N:27]=1, predict the reaction product. The product is: [CH3:1][C:2]1[CH:7]=[CH:6][C:5]([NH:8][C:9]2[S:10][CH:11]=[CH:12][N:13]=2)=[CH:4][C:3]=1[O:14][CH2:22][C:23]1[S:24][CH:25]=[CH:26][N:27]=1. (2) Given the reactants [NH2:1][C:2]1[CH:7]=[C:6]([Cl:8])[CH:5]=[C:4]([Br:9])[C:3]=1[OH:10].Cl[CH2:12][C:13](Cl)=[O:14], predict the reaction product. The product is: [Br:9][C:4]1[C:3]2[O:10][CH2:12][C:13](=[O:14])[NH:1][C:2]=2[CH:7]=[C:6]([Cl:8])[CH:5]=1. (3) The product is: [NH:32]1[CH2:33][CH2:34][CH2:35][C@H:30]([NH:29][C:20]2[C:19]([CH3:43])=[C:18]([NH:8][C:9]3[CH:10]=[CH:11][C:12]([O:15][CH2:16][CH3:17])=[CH:13][CH:14]=3)[N:23]3[N:24]=[CH:25][CH:26]=[C:22]3[C:21]=2[C:27]#[N:28])[CH2:31]1.[F:44][C:45]([F:50])([F:49])[C:46]([O-:48])=[O:47]. Given the reactants C(OC([N:8]([C:18]1[N:23]2[N:24]=[CH:25][CH:26]=[C:22]2[C:21]([C:27]#[N:28])=[C:20]([NH:29][C@H:30]2[CH2:35][CH2:34][CH2:33][N:32](C(OC(C)(C)C)=O)[CH2:31]2)[C:19]=1[CH3:43])[C:9]1[CH:14]=[CH:13][C:12]([O:15][CH2:16][CH3:17])=[CH:11][CH:10]=1)=O)(C)(C)C.[F:44][C:45]([F:50])([F:49])[C:46]([OH:48])=[O:47], predict the reaction product. (4) Given the reactants [N:1]1[C:6]2[NH:7][C@@H:8]3[CH2:13][N:12]([C:5]=2[CH:4]=[CH:3][C:2]=1[N:14]1[CH2:20][CH2:19][CH2:18][N:17]([C:21]([O:23][C:24]([CH3:27])([CH3:26])[CH3:25])=[O:22])[CH2:16][CH2:15]1)[CH2:11][CH2:10][CH2:9]3.C1([O:34][C:35](=O)[NH:36][C:37]2[CH:42]=[CH:41][N:40]=[CH:39][N:38]=2)C=CC=CC=1, predict the reaction product. The product is: [N:40]1[CH:41]=[CH:42][C:37]([NH:36][C:35]([N:7]2[C@@H:8]3[CH2:13][N:12]([CH2:11][CH2:10][CH2:9]3)[C:5]3[CH:4]=[CH:3][C:2]([N:14]4[CH2:20][CH2:19][CH2:18][N:17]([C:21]([O:23][C:24]([CH3:27])([CH3:26])[CH3:25])=[O:22])[CH2:16][CH2:15]4)=[N:1][C:6]2=3)=[O:34])=[N:38][CH:39]=1. (5) Given the reactants Br[C:2]1[C:3]([O:12][CH3:13])=[CH:4][C:5]([O:10][CH3:11])=[C:6]([CH:9]=1)[CH:7]=[O:8].[N:14]1[CH:19]=[C:18](B(O)O)[CH:17]=[N:16][CH:15]=1, predict the reaction product. The product is: [CH3:11][O:10][C:5]1[CH:4]=[C:3]([O:12][CH3:13])[C:2]([C:18]2[CH:19]=[N:14][CH:15]=[N:16][CH:17]=2)=[CH:9][C:6]=1[CH:7]=[O:8]. (6) Given the reactants [F:1][CH:2]([F:17])[C:3]1[CH:7]=[C:6]([C:8]2[CH:14]=[CH:13][C:11]([NH2:12])=[CH:10][C:9]=2[F:15])[N:5]([CH3:16])[N:4]=1.[F:18][C:19]1[CH:27]=[CH:26][C:22]([C:23](Cl)=[O:24])=[C:21]([CH3:28])[CH:20]=1.CCN(C(C)C)C(C)C.C([O-])(O)=O.[Na+].CC(=O)OCC, predict the reaction product. The product is: [F:17][CH:2]([F:1])[C:3]1[CH:7]=[C:6]([C:8]2[CH:14]=[CH:13][C:11]([NH:12][C:23](=[O:24])[C:22]3[CH:26]=[CH:27][C:19]([F:18])=[CH:20][C:21]=3[CH3:28])=[CH:10][C:9]=2[F:15])[N:5]([CH3:16])[N:4]=1. (7) The product is: [Br:1][C:2]1[CH:7]=[CH:6][CH:5]=[CH:4][C:3]=1[C:8](=[O:12])[C:9]([O:11][CH2:17][CH3:18])=[O:10]. Given the reactants [Br:1][C:2]1[CH:7]=[CH:6][CH:5]=[CH:4][C:3]=1[C:8](=[O:12])[C:9]([OH:11])=[O:10].S(Cl)(Cl)=O.[CH2:17](O)[CH3:18], predict the reaction product. (8) Given the reactants [C:1]([C:4]1[C:5]([CH:15]2[CH2:18][CH2:17][CH2:16]2)=[CH:6][C:7]([CH3:14])=[C:8]([CH:13]=1)[C:9]([O:11][CH3:12])=[O:10])(=O)[NH2:2].COC(OC)[N:22]([CH3:24])C.[NH2:27]N, predict the reaction product. The product is: [CH:15]1([C:5]2[C:4]([C:1]3[NH:22][CH:24]=[N:27][N:2]=3)=[CH:13][C:8]([C:9]([O:11][CH3:12])=[O:10])=[C:7]([CH3:14])[CH:6]=2)[CH2:18][CH2:17][CH2:16]1.